From a dataset of Forward reaction prediction with 1.9M reactions from USPTO patents (1976-2016). Predict the product of the given reaction. The product is: [CH3:1][O:2][C:3]1[CH:4]=[C:5]2[C:10]3=[C:11]([C:13](=[O:17])[C:14](=[O:15])[N:9]3[CH2:8][CH2:7][CH2:6]2)[CH:12]=1. Given the reactants [CH3:1][O:2][C:3]1[CH:4]=[C:5]2[C:10](=[CH:11][CH:12]=1)[NH:9][CH2:8][CH2:7][CH2:6]2.[C:13](Cl)(=[O:17])[C:14](Cl)=[O:15].[Cl-].[Al+3].[Cl-].[Cl-], predict the reaction product.